This data is from Full USPTO retrosynthesis dataset with 1.9M reactions from patents (1976-2016). The task is: Predict the reactants needed to synthesize the given product. (1) Given the product [F:24][C:14]1[C:13]([C@@H:11]([C:8]2[N:6]3[N:7]=[C:2]([N:10]4[CH2:9][CH2:8][N:6]([CH3:5])[C:30](=[O:31])[CH2:32]4)[CH:3]=[CH:4][C:5]3=[N:10][CH:9]=2)[CH3:12])=[C:21]([F:22])[CH:20]=[C:19]2[C:15]=1[CH:16]=[N:17][N:18]2[CH3:23], predict the reactants needed to synthesize it. The reactants are: Cl[C:2]1[CH:3]=[CH:4][C:5]2[N:6]([C:8]([C@H:11]([C:13]3[C:14]([F:24])=[C:15]4[C:19](=[CH:20][C:21]=3[F:22])[N:18]([CH3:23])[N:17]=[CH:16]4)[CH3:12])=[CH:9][N:10]=2)[N:7]=1.[F-].[K+].CCO[C:30]([CH3:32])=[O:31]. (2) Given the product [CH3:20][C:15]1[C:14]([C:8]2[CH:7]=[C:6]3[C:11]([C:2]([NH:41][C@@H:39]([C:33]4[CH:38]=[CH:37][CH:36]=[CH:35][CH:34]=4)[CH3:40])=[C:3]([C:21]([NH2:23])=[O:22])[CH:4]=[N:5]3)=[CH:10][C:9]=2[O:12][CH3:13])=[C:18]([CH3:19])[O:17][N:16]=1, predict the reactants needed to synthesize it. The reactants are: Cl[C:2]1[C:11]2[C:6](=[CH:7][C:8]([C:14]3[C:15]([CH3:20])=[N:16][O:17][C:18]=3[CH3:19])=[C:9]([O:12][CH3:13])[CH:10]=2)[N:5]=[CH:4][C:3]=1[C:21]([NH2:23])=[O:22].CCN(C(C)C)C(C)C.[C:33]1([C@H:39]([NH2:41])[CH3:40])[CH:38]=[CH:37][CH:36]=[CH:35][CH:34]=1. (3) Given the product [I:21][C:11]1[CH:10]=[CH:9][C:8]([OH:13])=[C:7]2[C:12]=1[C:4]1[CH:3]=[C:2]([CH3:1])[CH:15]=[N:14][C:5]=1[NH:6]2, predict the reactants needed to synthesize it. The reactants are: [CH3:1][C:2]1[CH:15]=[N:14][C:5]2[NH:6][C:7]3[C:12]([C:4]=2[CH:3]=1)=[CH:11][CH:10]=[CH:9][C:8]=3[OH:13].CS(O)(=O)=O.[I:21]N1C(=O)CCC1=O.S([O-])([O-])=O.[Na+].[Na+].[OH-].[Na+]. (4) Given the product [Cl:1][C:2]1[CH:7]=[CH:6][CH:5]=[CH:4][C:3]=1[C:8]1[CH:17]=[C:16]2[C:11]([CH:12]=[C:13]([NH:18][C:19]([CH:21]3[CH2:22][CH2:23]3)=[O:20])[N:14]=[CH:15]2)=[C:10]([CH2:24][CH3:25])[N:9]=1, predict the reactants needed to synthesize it. The reactants are: [Cl:1][C:2]1[CH:7]=[CH:6][CH:5]=[CH:4][C:3]=1[C:8]1[CH:17]=[C:16]2[C:11]([CH:12]=[C:13]([NH:18][C:19]([CH:21]3[CH2:23][CH2:22]3)=[O:20])[N:14]=[CH:15]2)=[C:10]([C:24]#[CH:25])[N:9]=1. (5) Given the product [CH3:1][C:2]1[C:41]([CH3:42])=[CH:40][C:5]2[N:6]([C:21]([C:28]3[CH:29]=[CH:30][CH:31]=[CH:32][CH:33]=3)([C:34]3[CH:39]=[CH:38][CH:37]=[CH:36][CH:35]=3)[C:22]3[CH:27]=[CH:26][CH:25]=[CH:24][CH:23]=3)[C:7]([CH:9]([C:10]3[CH:15]=[C:14]([CH2:16][CH3:17])[CH:13]=[C:12]([O:18][CH2:50][CH3:51])[C:11]=3[F:19])[OH:20])=[N:8][C:4]=2[CH:3]=1, predict the reactants needed to synthesize it. The reactants are: [CH3:1][C:2]1[C:41]([CH3:42])=[CH:40][C:5]2[N:6]([C:21]([C:34]3[CH:39]=[CH:38][CH:37]=[CH:36][CH:35]=3)([C:28]3[CH:33]=[CH:32][CH:31]=[CH:30][CH:29]=3)[C:22]3[CH:27]=[CH:26][CH:25]=[CH:24][CH:23]=3)[C:7]([CH:9]([OH:20])[C:10]3[C:11]([F:19])=[C:12]([OH:18])[CH:13]=[C:14]([CH2:16][CH3:17])[CH:15]=3)=[N:8][C:4]=2[CH:3]=1.C([O-])([O-])=O.[K+].[K+].I[CH2:50][CH3:51]. (6) Given the product [CH2:16]([N:4]([CH2:1][CH2:2][CH3:3])[C:5]([C:7]1[CH:8]=[C:9]([CH:13]=[CH:14][CH:15]=1)[C:10]([NH:38][C@@H:37]([CH2:39][CH:40]([CH3:42])[CH3:41])[C:36]([O:35][CH3:34])=[O:43])=[O:12])=[O:6])[CH2:17][CH3:18], predict the reactants needed to synthesize it. The reactants are: [CH2:1]([N:4]([CH2:16][CH2:17][CH3:18])[C:5]([C:7]1[CH:8]=[C:9]([CH:13]=[CH:14][CH:15]=1)[C:10]([OH:12])=O)=[O:6])[CH2:2][CH3:3].C(Cl)CCl.C1C=CC2N(O)N=NC=2C=1.Cl.[CH3:34][O:35][C:36](=[O:43])[C@H:37]([CH2:39][CH:40]([CH3:42])[CH3:41])[NH2:38].CN1CCOCC1. (7) The reactants are: Br[C:2]1[CH:11]=[CH:10][C:5]([C:6]([O:8][CH3:9])=[O:7])=[C:4]([CH3:12])[CH:3]=1.[CH2:13]([Sn](CCCC)(CCCC)C=C)[CH2:14]CC. Given the product [CH:13]([C:2]1[CH:11]=[CH:10][C:5]([C:6]([O:8][CH3:9])=[O:7])=[C:4]([CH3:12])[CH:3]=1)=[CH2:14], predict the reactants needed to synthesize it.